This data is from Catalyst prediction with 721,799 reactions and 888 catalyst types from USPTO. The task is: Predict which catalyst facilitates the given reaction. Reactant: [Br:1][C:2]1[CH:7]=[C:6]([N+:8]([O-:10])=[O:9])[CH:5]=[CH:4][C:3]=1[OH:11].C1(P(C2C=CC=CC=2)C2C=CC=CC=2)C=CC=CC=1.[F:31][C:32]1[CH:33]=[C:34]([CH:37]=[CH:38][CH:39]=1)[CH2:35]O.CC(OC(/N=N/C(OC(C)C)=O)=O)C. Product: [Br:1][C:2]1[CH:7]=[C:6]([N+:8]([O-:10])=[O:9])[CH:5]=[CH:4][C:3]=1[O:11][CH2:35][C:34]1[CH:37]=[CH:38][CH:39]=[C:32]([F:31])[CH:33]=1. The catalyst class is: 249.